This data is from Catalyst prediction with 721,799 reactions and 888 catalyst types from USPTO. The task is: Predict which catalyst facilitates the given reaction. (1) Reactant: [Cl:1][C:2]1[CH:3]=[C:4]([CH:9]=[C:10]([NH:12][S:13]([CH3:16])(=[O:15])=[O:14])[N:11]=1)[C:5]([O:7]C)=[O:6].[OH-].[Li+].Cl. Product: [Cl:1][C:2]1[CH:3]=[C:4]([CH:9]=[C:10]([NH:12][S:13]([CH3:16])(=[O:15])=[O:14])[N:11]=1)[C:5]([OH:7])=[O:6]. The catalyst class is: 30. (2) Reactant: [C:1]([CH2:3][C:4]([NH2:6])=[O:5])#[N:2].[H-].[Na+].[Cl:9][C:10]1[N:15]=[C:14]([NH:16][CH2:17][C:18]([OH:21])([CH3:20])[CH3:19])[C:13]([C:22](F)=[O:23])=[CH:12][N:11]=1.Cl. Product: [NH2:2][C:1]1[N:16]([CH2:17][C:18]([OH:21])([CH3:19])[CH3:20])[C:14]2[N:15]=[C:10]([Cl:9])[N:11]=[CH:12][C:13]=2[C:22](=[O:23])[C:3]=1[C:4]([NH2:6])=[O:5]. The catalyst class is: 18. (3) Reactant: [CH2:1]([O:3][C:4]([C:6]1([CH2:9]OS(C)(=O)=O)[CH2:8][CH2:7]1)=[O:5])[CH3:2].[CH3:15][NH:16][CH3:17]. Product: [CH2:1]([O:3][C:4]([C:6]1([CH2:9][N:16]([CH3:17])[CH3:15])[CH2:8][CH2:7]1)=[O:5])[CH3:2]. The catalyst class is: 7. (4) Reactant: Cl.[NH2:2][C:3]1[CH:4]=[C:5]2[C:10](=[CH:11][CH:12]=1)[CH2:9][N:8](C(OC(C)(C)C)=O)[CH2:7][CH2:6]2. Product: [CH2:9]1[C:10]2[C:5](=[CH:4][C:3]([NH2:2])=[CH:12][CH:11]=2)[CH2:6][CH2:7][NH:8]1. The catalyst class is: 4. (5) Product: [CH:25]([O:24][C:22](=[O:23])/[CH:21]=[CH:20]\[N:17]1[CH:18]=[N:19][C:15]([C:7]2[CH:6]=[C:5]([CH:10]=[C:9]([C:11]([F:14])([F:13])[F:12])[CH:8]=2)[O:4]/[CH:3]=[CH:35]/[C:34]([O:37][CH:38]([CH3:40])[CH3:39])=[O:36])=[N:16]1)([CH3:26])[CH3:27]. Reactant: CO[CH2:3][O:4][C:5]1[CH:6]=[C:7]([C:15]2[N:19]=[CH:18][N:17](/[CH:20]=[CH:21]\[C:22]([O:24][CH:25]([CH3:27])[CH3:26])=[O:23])[N:16]=2)[CH:8]=[C:9]([C:11]([F:14])([F:13])[F:12])[CH:10]=1.OS([O-])(=O)=O.[Na+].[C:34]([O:37][CH2:38][CH3:39])(=[O:36])[CH3:35].[CH3:40]CCCCC. The catalyst class is: 2.